The task is: Regression. Given two drug SMILES strings and cell line genomic features, predict the synergy score measuring deviation from expected non-interaction effect.. This data is from NCI-60 drug combinations with 297,098 pairs across 59 cell lines. Drug 1: COC1=CC(=CC(=C1O)OC)C2C3C(COC3=O)C(C4=CC5=C(C=C24)OCO5)OC6C(C(C7C(O6)COC(O7)C8=CC=CS8)O)O. Drug 2: C(CC(=O)O)C(=O)CN.Cl. Cell line: T-47D. Synergy scores: CSS=30.2, Synergy_ZIP=-10.4, Synergy_Bliss=-4.56, Synergy_Loewe=-42.5, Synergy_HSA=-2.97.